This data is from Peptide-MHC class I binding affinity with 185,985 pairs from IEDB/IMGT. The task is: Regression. Given a peptide amino acid sequence and an MHC pseudo amino acid sequence, predict their binding affinity value. This is MHC class I binding data. (1) The peptide sequence is PPRAAAASA. The MHC is HLA-B07:02 with pseudo-sequence HLA-B07:02. The binding affinity (normalized) is 0.384. (2) The peptide sequence is MSADNAGAL. The MHC is HLA-A29:02 with pseudo-sequence HLA-A29:02. The binding affinity (normalized) is 0.0847. (3) The peptide sequence is KVPAQNAI. The MHC is Mamu-B17 with pseudo-sequence Mamu-B17. The binding affinity (normalized) is 0. (4) The peptide sequence is AEMKTDAATL. The MHC is HLA-B08:01 with pseudo-sequence HLA-B08:01. The binding affinity (normalized) is 0.160.